From a dataset of Reaction yield outcomes from USPTO patents with 853,638 reactions. Predict the reaction yield, written as a fraction of the theoretical maximum amount of product (1.0 means a 100% yield; for example, 0.34 means a 34% yield). (1) The reactants are [CH:1]([C:3]1[O:7][C:6]([C:8]([O:10][CH2:11][CH3:12])=[O:9])=[CH:5][CH:4]=1)=[O:2].[CH3:13][C:14](=[N:18]O)[C:15](=O)[CH3:16].[ClH:20].C(OCC)(=O)C. The catalyst is C(OCC)C. The product is [Cl:20][CH2:13][C:14]1[N:18]=[C:1]([C:3]2[O:7][C:6]([C:8]([O:10][CH2:11][CH3:12])=[O:9])=[CH:5][CH:4]=2)[O:2][C:15]=1[CH3:16]. The yield is 0.300. (2) The reactants are [CH:1]([N:4]1[C:8]([C:9]2[CH:10]=[C:11]3[N:17]([N:18]=2)[C:16]2[CH:19]=[C:20]([C:23](O)=[O:24])[CH:21]=[CH:22][C:15]=2[O:14][CH2:13][CH2:12]3)=[N:7][CH:6]=[N:5]1)([CH3:3])[CH3:2].CCN(C(C)C)C(C)C.CN(C(ON1N=NC2C=CC=NC1=2)=[N+](C)C)C.F[P-](F)(F)(F)(F)F.C1C=CC2N(O)N=NC=2C=1.[NH2:69][CH2:70][C:71]([CH3:74])([OH:73])[CH3:72]. The catalyst is CN(C=O)C. The product is [OH:73][C:71]([CH3:74])([CH3:72])[CH2:70][NH:69][C:23]([C:20]1[CH:21]=[CH:22][C:15]2[O:14][CH2:13][CH2:12][C:11]3[N:17]([N:18]=[C:9]([C:8]4[N:4]([CH:1]([CH3:2])[CH3:3])[N:5]=[CH:6][N:7]=4)[CH:10]=3)[C:16]=2[CH:19]=1)=[O:24]. The yield is 0.670. (3) The reactants are [CH2:1]([C:7]1([CH2:20][CH2:21][CH2:22][CH2:23][CH2:24][CH3:25])[C:19]2[CH:18]=[CH:17][CH:16]=[CH:15][C:14]=2[C:13]2[C:8]1=[CH:9][CH:10]=[CH:11][CH:12]=2)[CH2:2][CH2:3][CH2:4][CH2:5][CH3:6].Br[C:27]([CH3:32])([CH3:31])[C:28](Br)=[O:29].[Cl-].[Cl-].[Cl-].[Al+3]. The catalyst is C(=S)=S. The product is [CH2:20]([C:7]1([CH2:1][CH2:2][CH2:3][CH2:4][CH2:5][CH3:6])[C:19]2[CH:18]=[C:17]3[C:28](=[O:29])[CH:27]([CH3:32])[CH2:31][C:16]3=[CH:15][C:14]=2[C:13]2[C:8]1=[CH:9][CH:10]=[CH:11][CH:12]=2)[CH2:21][CH2:22][CH2:23][CH2:24][CH3:25]. The yield is 0.936. (4) The catalyst is CN(C)C=O. The reactants are Br[CH2:2][C:3]([C:5]1[CH:10]=[CH:9][CH:8]=[CH:7][C:6]=1[F:11])=O.[NH2:12][C:13]([CH:15]1[CH2:20][CH2:19][N:18]([C:21]([O:23][C:24]([CH3:27])([CH3:26])[CH3:25])=[O:22])[CH2:17][CH2:16]1)=[S:14].C(=O)([O-])[O-].[K+].[K+].O. The product is [F:11][C:6]1[CH:7]=[CH:8][CH:9]=[CH:10][C:5]=1[C:3]1[N:12]=[C:13]([CH:15]2[CH2:20][CH2:19][N:18]([C:21]([O:23][C:24]([CH3:27])([CH3:26])[CH3:25])=[O:22])[CH2:17][CH2:16]2)[S:14][CH:2]=1. The yield is 0.263. (5) The reactants are Cl[C:2]1[N:7]=[CH:6][C:5]2[C:8]([N:14]3[CH2:20][C:16]4([CH2:19][O:18][CH2:17]4)[CH2:15]3)=[N:9][N:10]([CH:11]([CH3:13])[CH3:12])[C:4]=2[CH:3]=1.[CH:21]1([CH2:24][N:25]2[CH:29]=[C:28]([C:30]3[N:35]=[C:34]([NH2:36])[CH:33]=[CH:32][N:31]=3)[CH:27]=[N:26]2)[CH2:23][CH2:22]1.CC(C)([O-])C.[Na+].C1(P(C2CCCCC2)C2C(OC)=CC=C(OC)C=2C2C(C(C)C)=CC(C(C)C)=CC=2C(C)C)CCCCC1. The catalyst is C(O)(C)(C)C. The product is [CH:21]1([CH2:24][N:25]2[CH:29]=[C:28]([C:30]3[N:35]=[C:34]([NH:36][C:2]4[N:7]=[CH:6][C:5]5[C:8]([N:14]6[CH2:20][C:16]7([CH2:19][O:18][CH2:17]7)[CH2:15]6)=[N:9][N:10]([CH:11]([CH3:13])[CH3:12])[C:4]=5[CH:3]=4)[CH:33]=[CH:32][N:31]=3)[CH:27]=[N:26]2)[CH2:22][CH2:23]1. The yield is 0.710. (6) The reactants are [C:1]([O:5][C:6](=[O:19])[NH:7][C@H:8]([C@H:16]1[CH2:18][O:17]1)[CH2:9][C:10]1[CH:15]=[CH:14][CH:13]=[CH:12][CH:11]=1)([CH3:4])([CH3:3])[CH3:2].[CH:20]1([NH2:26])[CH2:25][CH2:24][CH2:23][CH2:22][CH2:21]1. The catalyst is CCO. The product is [C:1]([O:5][C:6](=[O:19])[NH:7][C@@H:8]([CH2:9][C:10]1[CH:15]=[CH:14][CH:13]=[CH:12][CH:11]=1)[C@H:16]([OH:17])[CH2:18][NH:26][CH:20]1[CH2:25][CH2:24][CH2:23][CH2:22][CH2:21]1)([CH3:4])([CH3:3])[CH3:2]. The yield is 0.660.